From a dataset of NCI-60 drug combinations with 297,098 pairs across 59 cell lines. Regression. Given two drug SMILES strings and cell line genomic features, predict the synergy score measuring deviation from expected non-interaction effect. Drug 1: C1CCC(C1)C(CC#N)N2C=C(C=N2)C3=C4C=CNC4=NC=N3. Drug 2: CC1=C(C(=O)C2=C(C1=O)N3CC4C(C3(C2COC(=O)N)OC)N4)N. Cell line: SN12C. Synergy scores: CSS=28.9, Synergy_ZIP=-1.20, Synergy_Bliss=0.288, Synergy_Loewe=0.957, Synergy_HSA=1.02.